This data is from Forward reaction prediction with 1.9M reactions from USPTO patents (1976-2016). The task is: Predict the product of the given reaction. (1) Given the reactants CC1(C)C2C(=C(P(C3C=CC=CC=3)C3C=CC=CC=3)C=CC=2)OC2C(P(C3C=CC=CC=3)C3C=CC=CC=3)=CC=CC1=2.[CH2:43]([O:50][C:51]1[CH:52]=[C:53]2[C:58](=[CH:59][CH:60]=1)[N:57]=[CH:56][C:55](Br)=[CH:54]2)[C:44]1[CH:49]=[CH:48][CH:47]=[CH:46][CH:45]=1.[CH3:62][N:63]1[CH2:69][CH2:68][CH2:67][NH:66][CH2:65][CH2:64]1.CC([O-])(C)C.[K+], predict the reaction product. The product is: [CH2:43]([O:50][C:51]1[CH:52]=[C:53]2[C:58](=[CH:59][CH:60]=1)[N:57]=[CH:56][C:55]([N:66]1[CH2:67][CH2:68][CH2:69][N:63]([CH3:62])[CH2:64][CH2:65]1)=[CH:54]2)[C:44]1[CH:49]=[CH:48][CH:47]=[CH:46][CH:45]=1. (2) Given the reactants [CH:1]1([N:4]2[CH2:9][CH2:8][NH:7][CH2:6][CH2:5]2)[CH2:3][CH2:2]1.[Cl:10][C:11]1[CH:20]=[CH:19][C:18]2[C:13](=[CH:14][CH:15]=[C:16]([O:21][CH2:22][C:23]3[CH:28]=[CH:27][C:26]([F:29])=[CH:25][CH:24]=3)[CH:17]=2)[N:12]=1, predict the reaction product. The product is: [ClH:10].[CH:1]1([N:4]2[CH2:9][CH2:8][N:7]([C:11]3[CH:20]=[CH:19][C:18]4[C:13](=[CH:14][CH:15]=[C:16]([O:21][CH2:22][C:23]5[CH:24]=[CH:25][C:26]([F:29])=[CH:27][CH:28]=5)[CH:17]=4)[N:12]=3)[CH2:6][CH2:5]2)[CH2:3][CH2:2]1. (3) Given the reactants Br[C:2]1[C:10]2[C:5](=[N:6][CH:7]=[N:8][C:9]=2Cl)N(COCC[Si](C)(C)C)N=1.C1C=C(Cl)C=C(C(OO)=[O:28])C=1.[CH2:31]([O:33][CH2:34][CH3:35])C, predict the reaction product. The product is: [CH3:31][O:33][C:34]1[CH:35]=[CH:5][N+:6]([O-:28])=[C:7]2[NH:8][CH:9]=[CH:10][C:2]=12. (4) Given the reactants C([O:3][C:4](=O)[C@@:5]([NH:25]C(OC(C)(C)C)=O)([CH3:24])[CH2:6][CH2:7][C:8]1[CH:13]=[CH:12][C:11]([C:14]2[CH:19]=[CH:18][C:17]([CH2:20][CH2:21][CH2:22][CH3:23])=[CH:16][CH:15]=2)=[CH:10][CH:9]=1)C.[BH4-].[Li+].C(OCC)(=O)C, predict the reaction product. The product is: [NH2:25][C@:5]([CH3:24])([CH2:6][CH2:7][C:8]1[CH:13]=[CH:12][C:11]([C:14]2[CH:15]=[CH:16][C:17]([CH2:20][CH2:21][CH2:22][CH3:23])=[CH:18][CH:19]=2)=[CH:10][CH:9]=1)[CH2:4][OH:3]. (5) The product is: [N:36]1([CH:32]2[CH2:31][CH2:30][CH:29]([N:3]3[C:2](=[O:1])[C:7]([CH2:8][C:9]4[CH:10]=[CH:11][C:12]([C:15]5[C:16]([C:21]#[N:22])=[CH:17][CH:18]=[CH:19][CH:20]=5)=[CH:13][CH:14]=4)=[C:6]([CH2:23][CH2:24][CH3:25])[N:5]4[N:26]=[CH:27][N:28]=[C:4]34)[CH2:34][CH2:33]2)[CH2:41][CH2:40][O:39][CH2:38][CH2:37]1. Given the reactants [O:1]=[C:2]1[C:7]([CH2:8][C:9]2[CH:14]=[CH:13][C:12]([C:15]3[C:16]([C:21]#[N:22])=[CH:17][CH:18]=[CH:19][CH:20]=3)=[CH:11][CH:10]=2)=[C:6]([CH2:23][CH2:24][CH3:25])[N:5]2[N:26]=[CH:27][N:28]=[C:4]2[N:3]1[CH:29]1[CH2:34][CH2:33][C:32](=O)[CH2:31][CH2:30]1.[NH:36]1[CH2:41][CH2:40][O:39][CH2:38][CH2:37]1.C([BH3-])#N.[Na+].O, predict the reaction product. (6) Given the reactants [N+:1]([C:4]1[CH:5]=[C:6]([CH2:10][CH2:11]OS(C)(=O)=O)[CH:7]=[CH:8][CH:9]=1)([O-])=O.C(=O)([O-])[O-].[Cs+].[Cs+].[CH3:23][N:24]1[CH2:29][CH2:28][NH:27][CH2:26][CH2:25]1, predict the reaction product. The product is: [CH3:23][N:24]1[CH2:29][CH2:28][N:27]([CH2:11][CH2:10][C:6]2[CH:5]=[C:4]([NH2:1])[CH:9]=[CH:8][CH:7]=2)[CH2:26][CH2:25]1. (7) Given the reactants [CH:1]1([NH:6][C:7]2[C:8]3[N:9]([C:13]([C:24]4[CH:29]=[CH:28][N:27]=[C:26]([NH:30][CH:31]5[CH2:35][CH2:34][CH2:33][CH2:32]5)[N:25]=4)=[C:14]([C:16]4[CH:21]=[CH:20][CH:19]=[C:18]([O:22]C)[CH:17]=4)[N:15]=3)[CH:10]=[CH:11][CH:12]=2)[CH2:5][CH2:4][CH2:3][CH2:2]1.B(Br)(Br)Br, predict the reaction product. The product is: [CH:1]1([NH:6][C:7]2[C:8]3[N:9]([C:13]([C:24]4[CH:29]=[CH:28][N:27]=[C:26]([NH:30][CH:31]5[CH2:35][CH2:34][CH2:33][CH2:32]5)[N:25]=4)=[C:14]([C:16]4[CH:17]=[C:18]([OH:22])[CH:19]=[CH:20][CH:21]=4)[N:15]=3)[CH:10]=[CH:11][CH:12]=2)[CH2:5][CH2:4][CH2:3][CH2:2]1.